From a dataset of Reaction yield outcomes from USPTO patents with 853,638 reactions. Predict the reaction yield, written as a fraction of the theoretical maximum amount of product (1.0 means a 100% yield; for example, 0.34 means a 34% yield). (1) The reactants are [Cl:1][C:2]1[CH:25]=[C:24]([C:26]([F:29])([F:28])[F:27])[CH:23]=[CH:22][C:3]=1[CH2:4][N:5]1[C:9](/[CH:10]=[CH:11]/[C:12](O)=[O:13])=[CH:8][C:7]([O:15][CH2:16][C:17]2([CH3:21])[CH2:20][O:19][CH2:18]2)=[N:6]1.[CH2:30]([S:35]([NH2:38])(=[O:37])=[O:36])[CH2:31][CH2:32][CH2:33][CH3:34].N12CCCN=C1CCCCC2. The catalyst is CN(C)C=O. The product is [Cl:1][C:2]1[CH:25]=[C:24]([C:26]([F:29])([F:28])[F:27])[CH:23]=[CH:22][C:3]=1[CH2:4][N:5]1[C:9](/[CH:10]=[CH:11]/[C:12]([NH:38][S:35]([CH2:30][CH2:31][CH2:32][CH2:33][CH3:34])(=[O:37])=[O:36])=[O:13])=[CH:8][C:7]([O:15][CH2:16][C:17]2([CH3:21])[CH2:20][O:19][CH2:18]2)=[N:6]1. The yield is 0.380. (2) The reactants are [CH3:1][N:2]([S:11]([C:14]1[CH:19]=[CH:18][C:17]([NH:20][CH2:21][C:22]#[CH:23])=[CH:16][CH:15]=1)(=[O:13])=[O:12])[CH2:3][C:4]([O:6]C(C)(C)C)=[O:5].FC(F)(F)C(O)=O. The catalyst is ClCCl. The product is [CH3:1][N:2]([S:11]([C:14]1[CH:19]=[CH:18][C:17]([NH:20][CH2:21][C:22]#[CH:23])=[CH:16][CH:15]=1)(=[O:13])=[O:12])[CH2:3][C:4]([OH:6])=[O:5]. The yield is 0.860. (3) The reactants are [OH-].[Li+].[NH2:3][C:4]1[C:9]2[C:10](=[O:33])[N:11]([C:15]3[CH:20]=[CH:19][C:18]([C:21]4[CH:26]=[CH:25][C:24]([CH2:27][C:28]([O:30]C)=[O:29])=[CH:23][C:22]=4[Cl:32])=[CH:17][CH:16]=3)[CH2:12][CH2:13][O:14][C:8]=2[N:7]=[CH:6][N:5]=1.Cl. The catalyst is O1CCOCC1.O. The product is [NH2:3][C:4]1[C:9]2[C:10](=[O:33])[N:11]([C:15]3[CH:16]=[CH:17][C:18]([C:21]4[CH:26]=[CH:25][C:24]([CH2:27][C:28]([OH:30])=[O:29])=[CH:23][C:22]=4[Cl:32])=[CH:19][CH:20]=3)[CH2:12][CH2:13][O:14][C:8]=2[N:7]=[CH:6][N:5]=1. The yield is 0.724. (4) The reactants are [CH2:1]([O:3][C:4]([C:6]1[O:7][C:8]2[CH:15]=[CH:14][CH:13]=[C:12]([NH:16]C(OC(C)(C)C)=O)[C:9]=2[C:10]=1[CH3:11])=[O:5])[CH3:2].FC(F)(F)C(O)=O. The catalyst is ClCCCl. The product is [CH2:1]([O:3][C:4]([C:6]1[O:7][C:8]2[CH:15]=[CH:14][CH:13]=[C:12]([NH2:16])[C:9]=2[C:10]=1[CH3:11])=[O:5])[CH3:2]. The yield is 1.00.